Dataset: Reaction yield outcomes from USPTO patents with 853,638 reactions. Task: Predict the reaction yield, written as a fraction of the theoretical maximum amount of product (1.0 means a 100% yield; for example, 0.34 means a 34% yield). (1) The yield is 0.750. The reactants are CC1C(C)=CC=CC=1CCN.[CH3:12][NH:13][CH2:14][C:15]1[CH:24]=[CH:23][C:22]2[C:17](=[CH:18]C=CC=2)[C:16]=1[CH2:25]CC.Cl.[O:29]=[C:30]1[NH:39][C:38]2[N:37]=[CH:36][C:35](/[CH:40]=[CH:41]/[C:42](O)=[O:43])=[CH:34][C:33]=2[CH2:32][CH2:31]1.Cl.CN1CC2C=C(/C=C/C(O)=O)C=NC=2NC(=O)C1. The product is [CH3:25][C:16]1[C:17]([CH3:18])=[CH:22][CH:23]=[CH:24][C:15]=1[CH2:14][N:13]([CH3:12])[C:42](=[O:43])/[CH:41]=[CH:40]/[C:35]1[CH:36]=[N:37][C:38]2[NH:39][C:30](=[O:29])[CH2:31][CH2:32][C:33]=2[CH:34]=1. No catalyst specified. (2) The reactants are Br[C:2]1[CH:7]=[CH:6][CH:5]=[CH:4][C:3]=1[Cl:8].[Cl:9][C:10]1[CH:15]=[CH:14][CH:13]=[C:12]([O:16][CH3:17])[C:11]=1B(O)O. The catalyst is COCCOC.O. The product is [Cl:9][C:10]1[CH:15]=[CH:14][CH:13]=[C:12]([O:16][CH3:17])[C:11]=1[C:2]1[CH:7]=[CH:6][CH:5]=[CH:4][C:3]=1[Cl:8]. The yield is 0.740. (3) The reactants are [F:1][C:2]1[CH:7]=[CH:6][C:5]([Mg]Br)=[CH:4][CH:3]=1.[N:10]12[CH2:17][CH2:16][C:13]([C:18]([O:20]CC)=O)([CH2:14][CH2:15]1)[CH2:12][CH2:11]2. The yield is 0.889. The catalyst is C1COCC1. The product is [N:10]12[CH2:11][CH2:12][C:13]([C:18]([C:5]3[CH:6]=[CH:7][C:2]([F:1])=[CH:3][CH:4]=3)([C:5]3[CH:6]=[CH:7][C:2]([F:1])=[CH:3][CH:4]=3)[OH:20])([CH2:14][CH2:15]1)[CH2:16][CH2:17]2. (4) The reactants are Cl.N1C=CC=CC=1.C[O:9][C:10]1[CH:11]=[C:12]([C:16]2[O:17][C:18]3[CH:24]=[CH:23][C:22]([C:25]#[N:26])=[CH:21][C:19]=3[CH:20]=2)[CH:13]=[CH:14][CH:15]=1. The catalyst is O.Cl. The product is [OH:9][C:10]1[CH:11]=[C:12]([C:16]2[O:17][C:18]3[CH:24]=[CH:23][C:22]([C:25]#[N:26])=[CH:21][C:19]=3[CH:20]=2)[CH:13]=[CH:14][CH:15]=1. The yield is 0.690.